Regression. Given a target protein amino acid sequence and a drug SMILES string, predict the binding affinity score between them. We predict pAffinity (pAffinity = -log10(affinity in M)). Dataset: bindingdb_patent. From a dataset of Drug-target binding data from BindingDB patent sources. (1) The compound is CCc1cc2c(s1)n(Cc1ccc(cc1)-c1ccc(F)cc1-c1nc(=O)o[nH]1)c(=O)n(CC(=O)c1ccc(OC)cc1)c2=O. The target protein (P30556) has sequence MILNSSTEDGIKRIQDDCPKAGRHNYIFVMIPTLYSIIFVVGIFGNSLVVIVIYFYMKLKTVASVFLLNLALADLCFLLTLPLWAVYTAMEYRWPFGNYLCKIASASVSFNLYASVFLLTCLSIDRYLAIVHPMKSRLRRTMLVAKVTCIIIWLLAGLASLPAIIHRNVFFIENTNITVCAFHYESQNSTLPIGLGLTKNILGFLFPFLIILTSYTLIWKALKKAYEIQKNKPRNDDIFKIIMAIVLFFFFSWIPHQIFTFLDVLIQLGIIRDCRIADIVDTAMPITICIAYFNNCLNPLFYGFLGKKFKRYFLQLLKYIPPKAKSHSNLSTKMSTLSYRPSDNVSSSTKKPAPCFEVE. The pAffinity is 8.8. (2) The compound is ONC(=O)[C@H]1[C@@H]([C@H]1c1ccccc1F)c1ccccc1. The target protein (P56524) has sequence MSSQSHPDGLSGRDQPVELLNPARVNHMPSTVDVATALPLQVAPSAVPMDLRLDHQFSLPVAEPALREQQLQQELLALKQKQQIQRQILIAEFQRQHEQLSRQHEAQLHEHIKQQQEMLAMKHQQELLEHQRKLERHRQEQELEKQHREQKLQQLKNKEKGKESAVASTEVKMKLQEFVLNKKKALAHRNLNHCISSDPRYWYGKTQHSSLDQSSPPQSGVSTSYNHPVLGMYDAKDDFPLRKTASEPNLKLRSRLKQKVAERRSSPLLRRKDGPVVTALKKRPLDVTDSACSSAPGSGPSSPNNSSGSVSAENGIAPAVPSIPAETSLAHRLVAREGSAAPLPLYTSPSLPNITLGLPATGPSAGTAGQQDAERLTLPALQQRLSLFPGTHLTPYLSTSPLERDGGAAHSPLLQHMVLLEQPPAQAPLVTGLGALPLHAQSLVGADRVSPSIHKLRQHRPLGRTQSAPLPQNAQALQHLVIQQQHQQFLEKHKQQFQQQ.... The pAffinity is 6.0. (3) The drug is COc1ccc(cc1)[C@@H](O)[C@@H](CN1CCCC1)NC(=O)CC1CCCc2ccccc12. The target protein (Q16739) has sequence MALLDLALEGMAVFGFVLFLVLWLMHFMAIIYTRLHLNKKATDKQPYSKLPGVSLLKPLKGVDPNLINNLETFFELDYPKYEVLLCVQDHDDPAIDVCKKLLGKYPNVDARLFIGGKKVGINPKINNLMPGYEVAKYDLIWICDSGIRVIPDTLTDMVNQMTEKVGLVHGLPYVADRQGFAATLEQVYFGTSHPRYYISANVTGFKCVTGMSCLMRKDVLDQAGGLIAFAQYIAEDYFMAKAIADRGWRFAMSTQVAMQNSGSYSISQFQSRMIRWTKLRINMLPATIICEPISECFVASLIIGWAAHHVFRWDIMVFFMCHCLAWFIFDYIQLRGVQGGTLCFSKLDYAVAWFIRESMTIYIFLSALWDPTISWRTGRYRLRCGGTAEEILDV. The pAffinity is 8.0. (4) The target protein (O94925) has sequence MMRLRGSGMLRDLLLRSPAGVSATLRRAQPLVTLCRRPRGGGRPAAGPAAAARLHPWWGGGGWPAEPLARGLSSSPSEILQELGKGSTHPQPGVSPPAAPAAPGPKDGPGETDAFGNSEGKELVASGENKIKQGLLPSLEDLLFYTIAEGQEKIPVHKFITALKSTGLRTSDPRLKECMDMLRLTLQTTSDGVMLDKDLFKKCVQSNIVLLTQAFRRKFVIPDFMSFTSHIDELYESAKKQSGGKVADYIPQLAKFSPDLWGVSVCTVDGQRHSTGDTKVPFCLQSCVKPLKYAIAVNDLGTEYVHRYVGKEPSGLRFNKLFLNEDDKPHNPMVNAGAIVVTSLIKQGVNNAEKFDYVMQFLNKMAGNEYVGFSNATFQSERESGDRNFAIGYYLKEKKCFPEGTDMVGILDFYFQLCSIEVTCESASVMAATLANGGFCPITGERVLSPEAVRNTLSLMHSCGMYDFSGQFAFHVGLPAKSGVAGGILLVVPNVMGMMC.... The pAffinity is 5.4. The drug is O=C(Nc1nnc(CCSCCc2nnc(NC(=O)C3CCCC3)s2)s1)C1CCCC1. (5) The drug is Fc1ccc(cc1)-c1c2c(CCNC2=O)n(Cc2ccc(F)cc2C#N)c1-c1ccnc(NC(=O)C2CC2)c1. The target protein (Q9Y572) has sequence MSCVKLWPSGAPAPLVSIEELENQELVGKGGFGTVFRAQHRKWGYDVAVKIVNSKAISREVKAMASLDNEFVLRLEGVIEKVNWDQDPKPALVTKFMENGSLSGLLQSQCPRPWPLLCRLLKEVVLGMFYLHDQNPVLLHRDLKPSNVLLDPELHVKLADFGLSTFQGGSQSGTGSGEPGGTLGYLAPELFVNVNRKASTASDVYSFGILMWAVLAGREVELPTEPSLVYEAVCNRQNRPSLAELPQAGPETPGLEGLKELMQLCWSSEPKDRPSFQECLPKTDEVFQMVENNMNAAVSTVKDFLSQLRSSNRRFSIPESGQGGTEMDGFRRTIENQHSRNDVMVSEWLNKLNLEEPPSSVPKKCPSLTKRSRAQEEQVPQAWTAGTSSDSMAQPPQTPETSTFRNQMPSPTSTGTPSPGPRGNQGAERQGMNWSCRTPEPNPVTGRPLVNIYNCSGVQVGDNNYLTMQQTTALPTWGLAPSGKGRGLQHPPPVGSQEGP.... The pAffinity is 7.5. (6) The compound is CC(C)(O)[C@H](F)CNC(=O)c1cnc(Nc2ccc3ccncc3c2)cc1NC1CC1. The target protein (Q9NWZ3) has sequence MNKPITPSTYVRCLNVGLIRKLSDFIDPQEGWKKLAVAIKKPSGDDRYNQFHIRRFEALLQTGKSPTSELLFDWGTTNCTVGDLVDLLIQNEFFAPASLLLPDAVPKTANTLPSKEAITVQQKQMPFCDKDRTLMTPVQNLEQSYMPPDSSSPENKSLEVSDTRFHSFSFYELKNVTNNFDERPISVGGNKMGEGGFGVVYKGYVNNTTVAVKKLAAMVDITTEELKQQFDQEIKVMAKCQHENLVELLGFSSDGDDLCLVYVYMPNGSLLDRLSCLDGTPPLSWHMRCKIAQGAANGINFLHENHHIHRDIKSANILLDEAFTAKISDFGLARASEKFAQTVMTSRIVGTTAYMAPEALRGEITPKSDIYSFGVVLLEIITGLPAVDEHREPQLLLDIKEEIEDEEKTIEDYIDKKMNDADSTSVEAMYSVASQCLHEKKNKRPDIKKVQQLLQEMTAS. The pAffinity is 8.1.